This data is from Reaction yield outcomes from USPTO patents with 853,638 reactions. The task is: Predict the reaction yield, written as a fraction of the theoretical maximum amount of product (1.0 means a 100% yield; for example, 0.34 means a 34% yield). (1) The reactants are Br[C:2]1[C:23]([O:24][CH3:25])=[CH:22][C:5]2[C:6]([CH3:21])([CH3:20])[C:7]3[NH:8][C:9]4[C:14]([C:15]=3[C:16](=[O:17])[C:4]=2[CH:3]=1)=[CH:13][CH:12]=[C:11]([C:18]#[N:19])[CH:10]=4.[CH:26]([B-](F)(F)F)=[CH2:27].[K+].O. The catalyst is C(O)CC. The product is [CH3:25][O:24][C:23]1[C:2]([CH:26]=[CH2:27])=[CH:3][C:4]2[C:16](=[O:17])[C:15]3[C:14]4[C:9](=[CH:10][C:11]([C:18]#[N:19])=[CH:12][CH:13]=4)[NH:8][C:7]=3[C:6]([CH3:20])([CH3:21])[C:5]=2[CH:22]=1. The yield is 0.190. (2) The reactants are [C-:1]#N.[Na+].N([O-])=O.[Na+].[C:8]([O-:11])([O-])=[O:9].[K+].[K+].[C:14](=[O:16])=O.[C:17]([Cu])#[N:18].[C:20]1(C)[CH:25]=[CH:24][CH:23]=[CH:22][CH:21]=1. The catalyst is O.Cl.CCOC(C)=O.Cl[Cu]. The product is [C:17]([C:20]1[CH:25]=[CH:24][C:23]([C:8]([O:11][CH3:1])=[O:9])=[C:22]([O:16][CH3:14])[CH:21]=1)#[N:18]. The yield is 0.710. (3) The reactants are [CH:1]1[C:6]([C:7]2[O:17][C:16]3[CH:15]=[C:14]([OH:18])[CH:13]=[CH:12][C:11]=3[C:9](=[O:10])[C:8]=2[OH:19])=[CH:5][C:4]([OH:20])=[C:3]([OH:21])[CH:2]=1.[CH2:22]([O:29][P:30]([O-:39])[O:31][CH2:32][C:33]1[CH:38]=[CH:37][CH:36]=[CH:35][CH:34]=1)[C:23]1[CH:28]=[CH:27][CH:26]=[CH:25][CH:24]=1.C(N(CC)C(C)C)(C)C.C(Cl)(Cl)(Cl)Cl.P([O-])(O)(O)=O.[K+]. The catalyst is CN(C)C1C=CN=CC=1.O1CCCC1. The product is [P:30]([O:20][C:4]1[CH:5]=[C:6]([C:7]2[O:17][C:16]3[C:11]([C:9](=[O:10])[C:8]=2[OH:19])=[CH:12][CH:13]=[C:14]([OH:18])[CH:15]=3)[CH:1]=[CH:2][C:3]=1[OH:21])([O:29][CH2:22][C:23]1[CH:28]=[CH:27][CH:26]=[CH:25][CH:24]=1)([O:31][CH2:32][C:33]1[CH:38]=[CH:37][CH:36]=[CH:35][CH:34]=1)=[O:39]. The yield is 0.170.